From a dataset of SARS-CoV-2 main protease (3CLPro) crystallographic fragment screen with 879 compounds. Binary Classification. Given a drug SMILES string, predict its activity (active/inactive) in a high-throughput screening assay against a specified biological target. (1) The molecule is C(#Cc1ccccc1)CN1CCCCC1. The result is 0 (inactive). (2) The molecule is Cc1ccc(NC(=O)c2ccco2)cc1O. The result is 0 (inactive). (3) The drug is CCc1csc(-c2c[nH]cn2)n1. The result is 0 (inactive). (4) The drug is Cc1nc(C)n(CCC(=O)O)n1. The result is 0 (inactive).